Dataset: Catalyst prediction with 721,799 reactions and 888 catalyst types from USPTO. Task: Predict which catalyst facilitates the given reaction. (1) Reactant: [CH2:1]([O:3][C:4]1[C:13]2[C:8](=[CH:9][CH:10]=[C:11]([CH:14]=O)[CH:12]=2)[N:7]=[CH:6][N:5]=1)[CH3:2].COC1C=CC(/C=[C:31]2/[C:32]([NH:34][C:35]([S:37]/2)=[NH:36])=[O:33])=CC=1OC1CCCC1.C([O-])(=O)C.[Na+].O. Product: [NH2:36][C:35]1[S:37]/[C:31](=[CH:14]\[C:11]2[CH:12]=[C:13]3[C:8](=[CH:9][CH:10]=2)[N:7]=[CH:6][N:5]=[C:4]3[O:3][CH2:1][CH3:2])/[C:32](=[O:33])[N:34]=1. The catalyst class is: 15. (2) Reactant: [Cl:1][C:2]1[CH:9]=[CH:8][C:5]([C:6]#[N:7])=[C:4]([O:10][C:11]2[C:20]3[CH2:19][CH2:18][CH2:17][C:16](=O)[C:15]=3[CH:14]=[CH:13][CH:12]=2)[CH:3]=1.CN.[C:24]([BH3-])#[N:25].[Na+].[C:28]([OH:35])(=[O:34])/[CH:29]=[CH:30]/[C:31]([OH:33])=[O:32]. Product: [C:28]([OH:35])(=[O:34])/[CH:29]=[CH:30]/[C:31]([OH:33])=[O:32].[Cl:1][C:2]1[CH:9]=[CH:8][C:5]([C:6]#[N:7])=[C:4]([O:10][C:11]2[C:20]3[CH2:19][CH2:18][CH2:17][CH:16]([NH:25][CH3:24])[C:15]=3[CH:14]=[CH:13][CH:12]=2)[CH:3]=1. The catalyst class is: 404. (3) Reactant: [CH2:1]([O:3][C:4]1[C:9]([N+:10]([O-])=O)=[CH:8][CH:7]=[CH:6][N:5]=1)[CH3:2]. Product: [CH2:1]([O:3][C:4]1[C:9]([NH2:10])=[CH:8][CH:7]=[CH:6][N:5]=1)[CH3:2]. The catalyst class is: 591. (4) Product: [NH:27]1[C:28]2[C:33](=[CH:32][CH:31]=[CH:30][CH:29]=2)[C:25]([CH2:24][C@H:23]([NH:22][CH2:21][C:20]([F:36])([CH3:35])[CH2:19][OH:18])[CH3:34])=[CH:26]1. The catalyst class is: 1. Reactant: [Si]([O:18][CH2:19][C:20]([F:36])([CH3:35])[CH2:21][NH:22][C@H:23]([CH3:34])[CH2:24][C:25]1[C:33]2[C:28](=[CH:29][CH:30]=[CH:31][CH:32]=2)[NH:27][CH:26]=1)(C(C)(C)C)(C1C=CC=CC=1)C1C=CC=CC=1.O.[F-].C([N+](CCCC)(CCCC)CCCC)CCC.